This data is from TCR-epitope binding with 47,182 pairs between 192 epitopes and 23,139 TCRs. The task is: Binary Classification. Given a T-cell receptor sequence (or CDR3 region) and an epitope sequence, predict whether binding occurs between them. (1) The TCR CDR3 sequence is CASSEFGGQSSGNTIYF. The epitope is TLIGDCATV. Result: 1 (the TCR binds to the epitope). (2) The epitope is KLNVGDYFV. The TCR CDR3 sequence is CASSQGTGVYEQYF. Result: 1 (the TCR binds to the epitope). (3) The epitope is YLKLTDNVYIK. The TCR CDR3 sequence is CASSRDRGALSTEAFF. Result: 0 (the TCR does not bind to the epitope).